Dataset: Reaction yield outcomes from USPTO patents with 853,638 reactions. Task: Predict the reaction yield, written as a fraction of the theoretical maximum amount of product (1.0 means a 100% yield; for example, 0.34 means a 34% yield). (1) The reactants are [NH2:1][C:2]1[CH:34]=[CH:33][C:5]([C:6]([NH:8][C@@H:9]2[CH2:14][C@H:13]([F:15])[CH2:12][C@H:11]([NH:16][C:17]3[N:22]=[C:21]([C:23]4[C:31]5[C:26](=[CH:27][CH:28]=[CH:29][CH:30]=5)[NH:25][CH:24]=4)[C:20]([Cl:32])=[CH:19][N:18]=3)[CH2:10]2)=[O:7])=[CH:4][CH:3]=1.C[CH2:36][N:37]([CH:41]([CH3:43])C)[CH:38](C)C.BrC/C=[CH:47]/[C:48](Cl)=[O:49].C(Cl)Cl.CNC.C1COCC1. The catalyst is CN1C(=O)CCC1.C1COCC1. The product is [Cl:32][C:20]1[C:21]([C:23]2[C:31]3[C:26](=[CH:27][CH:28]=[CH:29][CH:30]=3)[NH:25][CH:24]=2)=[N:22][C:17]([NH:16][C@H:11]2[CH2:12][C@@H:13]([F:15])[CH2:14][C@@H:9]([NH:8][C:6](=[O:7])[C:5]3[CH:4]=[CH:3][C:2]([NH:1][C:48](=[O:49])/[CH:47]=[CH:43]/[CH2:41][N:37]([CH3:36])[CH3:38])=[CH:34][CH:33]=3)[CH2:10]2)=[N:18][CH:19]=1. The yield is 0.240. (2) The reactants are [CH3:1][C@H:2]1[N:7]([C:8]2[CH:9]=[N:10][C:11]([N+:14]([O-])=O)=[CH:12][CH:13]=2)[CH2:6][CH2:5][N:4]([C:17]([O:19][C:20]([CH3:23])([CH3:22])[CH3:21])=[O:18])[CH2:3]1. The catalyst is [Pd].CO. The product is [NH2:14][C:11]1[N:10]=[CH:9][C:8]([N:7]2[CH2:6][CH2:5][N:4]([C:17]([O:19][C:20]([CH3:23])([CH3:22])[CH3:21])=[O:18])[CH2:3][C@H:2]2[CH3:1])=[CH:13][CH:12]=1. The yield is 0.810.